From a dataset of Full USPTO retrosynthesis dataset with 1.9M reactions from patents (1976-2016). Predict the reactants needed to synthesize the given product. (1) Given the product [Cl:1]/[C:2](/[C:12]([F:13])([F:14])[F:15])=[CH:3]\[CH:4]1[CH:6]([C:7](=[O:9])/[CH:8]=[CH:28]/[C:27]2[CH:30]=[CH:31][CH:32]=[C:25]([O:18][C:19]3[CH:24]=[CH:23][CH:22]=[CH:21][CH:20]=3)[CH:26]=2)[C:5]1([CH3:10])[CH3:11], predict the reactants needed to synthesize it. The reactants are: [Cl:1]/[C:2](/[C:12]([F:15])([F:14])[F:13])=[CH:3]\[CH:4]1[CH:6]([C:7](=[O:9])[CH3:8])[C:5]1([CH3:11])[CH3:10].[OH-].[Na+].[O:18]([C:25]1[CH:26]=[C:27]([CH:30]=[CH:31][CH:32]=1)[CH:28]=O)[C:19]1[CH:24]=[CH:23][CH:22]=[CH:21][CH:20]=1. (2) Given the product [CH:1]([N:4]1[CH2:5][CH2:6][C:7]2([O:12][CH2:11][CH2:10][NH:9][CH2:8]2)[CH2:14][CH2:15]1)([CH3:3])[CH3:2], predict the reactants needed to synthesize it. The reactants are: [CH:1]([N:4]1[CH2:15][CH2:14][C:7]2([O:12][CH2:11][C:10](=O)[NH:9][CH2:8]2)[CH2:6][CH2:5]1)([CH3:3])[CH3:2].[F-].[Na+].O. (3) Given the product [CH2:14]([NH:15][C:9](=[O:11])[CH:8]([C:5]1[CH:4]=[CH:3][C:2]([I:1])=[CH:7][CH:6]=1)[CH3:12])[CH3:13], predict the reactants needed to synthesize it. The reactants are: [I:1][C:2]1[CH:7]=[CH:6][C:5]([CH:8]([CH3:12])[C:9]([OH:11])=O)=[CH:4][CH:3]=1.[CH3:13][CH2:14][N:15](C(C)C)C(C)C.Cl.C(N)C.CCN=C=NCCCN(C)C.Cl. (4) Given the product [CH3:16][O:17][CH2:18][C:6]1([C:12]#[N:13])[CH2:11][CH2:10][CH2:9][CH2:8][CH2:7]1, predict the reactants needed to synthesize it. The reactants are: [H-].[Na+].CI.O[C:6]1([C:12]#[N:13])[CH2:11][CH2:10][CH2:9][CH2:8][CH2:7]1.C1[CH2:18][O:17][CH2:16]C1. (5) Given the product [CH2:3]([C:5]1[C:20]([F:21])=[CH:19][C:8]([O:9][C:10]2[CH:17]=[CH:16][C:13]([C:14]([OH:32])=[O:1])=[CH:12][C:11]=2[F:18])=[C:7]([O:22][CH3:23])[CH:6]=1)[CH3:4], predict the reactants needed to synthesize it. The reactants are: [OH-:1].[Na+].[CH2:3]([C:5]1[C:20]([F:21])=[CH:19][C:8]([O:9][C:10]2[CH:17]=[CH:16][C:13]([C:14]#N)=[CH:12][C:11]=2[F:18])=[C:7]([O:22][CH3:23])[CH:6]=1)[CH3:4].Cl.C(OCC)(=O)C.C[OH:32].